From a dataset of Peptide-MHC class I binding affinity with 185,985 pairs from IEDB/IMGT. Regression. Given a peptide amino acid sequence and an MHC pseudo amino acid sequence, predict their binding affinity value. This is MHC class I binding data. The peptide sequence is LLMHLVSLYK. The MHC is HLA-A11:01 with pseudo-sequence HLA-A11:01. The binding affinity (normalized) is 1.00.